From a dataset of Forward reaction prediction with 1.9M reactions from USPTO patents (1976-2016). Predict the product of the given reaction. (1) Given the reactants Cl[C:2]1[CH:7]=[C:6]([CH:8]([CH3:10])[CH3:9])[NH:5][C:4](=[O:11])[C:3]=1[N+:12]([O-:14])=[O:13].[NH3:15], predict the reaction product. The product is: [NH2:15][C:2]1[CH:7]=[C:6]([CH:8]([CH3:10])[CH3:9])[NH:5][C:4](=[O:11])[C:3]=1[N+:12]([O-:14])=[O:13]. (2) Given the reactants [F:1][C:2]([F:20])([F:19])[C:3]1[CH:4]=[C:5]([S:9]([N:12]2[CH2:16][CH2:15][C@H:14]([O:17][NH2:18])[CH2:13]2)(=[O:11])=[O:10])[CH:6]=[CH:7][CH:8]=1.[OH:21]N1C2C=CC=CC=2N=N1.[F:31][C:32]1[CH:40]=[CH:39]C(C(O)=O)=[CH:34][CH:33]=1.C(N(CC)[CH:45]([CH3:47])[CH3:46])(C)C, predict the reaction product. The product is: [F:31][C:32]1[CH:40]=[CH:39][C:47]([CH2:45][C:46]([NH:18][O:17][C@H:14]2[CH2:15][CH2:16][N:12]([S:9]([C:5]3[CH:6]=[CH:7][CH:8]=[C:3]([C:2]([F:1])([F:19])[F:20])[CH:4]=3)(=[O:11])=[O:10])[CH2:13]2)=[O:21])=[CH:34][CH:33]=1. (3) Given the reactants [NH2:1][C:2]1[CH:3]=[C:4]([C@H:21]2[CH2:23][C@H:22]2[C:24]([O:26][CH2:27][CH3:28])=[O:25])[CH:5]=[CH:6][C:7]=1[N:8]([CH:15]1[CH2:20][CH2:19][CH2:18][CH2:17][CH2:16]1)[CH2:9][CH2:10][C:11]([F:14])([F:13])[F:12].[C:29]([C:31]1[CH:36]=[CH:35][C:34]([CH2:37][C:38](O)=[O:39])=[CH:33][CH:32]=1)#[N:30].C(Cl)CCl.O.ON1C2C=CC=CC=2N=N1.CCN(C(C)C)C(C)C, predict the reaction product. The product is: [C:29]([C:31]1[CH:36]=[CH:35][C:34]([CH2:37][C:38]([NH:1][C:2]2[CH:3]=[C:4]([C@H:21]3[CH2:23][C@H:22]3[C:24]([O:26][CH2:27][CH3:28])=[O:25])[CH:5]=[CH:6][C:7]=2[N:8]([CH:15]2[CH2:20][CH2:19][CH2:18][CH2:17][CH2:16]2)[CH2:9][CH2:10][C:11]([F:12])([F:13])[F:14])=[O:39])=[CH:33][CH:32]=1)#[N:30]. (4) Given the reactants [C:1]([C:3]1[CH:4]=[C:5]([CH2:14][C:15]2[CH:16]=[C:17]([CH:22]=[CH:23][N:24]=2)[C:18](OC)=[O:19])[CH:6]=[C:7]2[C:12]=1[N:11]=[CH:10][C:9]([CH3:13])=[CH:8]2)#[N:2].O[Li].O.Cl.[NH2:29][CH2:30][C:31]1[C:32]([CH3:39])=[CH:33][C:34]([NH2:38])=[N:35][C:36]=1[CH3:37].C1C=CC2N(O)N=NC=2C=1.CCN=C=NCCCN(C)C.CCN(CC)CC, predict the reaction product. The product is: [NH2:38][C:34]1[N:35]=[C:36]([CH3:37])[C:31]([CH2:30][NH:29][C:18](=[O:19])[C:17]2[CH:22]=[CH:23][N:24]=[C:15]([CH2:14][C:5]3[CH:6]=[C:7]4[C:12](=[C:3]([C:1]#[N:2])[CH:4]=3)[N:11]=[CH:10][C:9]([CH3:13])=[CH:8]4)[CH:16]=2)=[C:32]([CH3:39])[CH:33]=1. (5) Given the reactants [O:1]1[CH2:6][CH2:5][N:4]([C:7]2[CH:13]=[CH:12][C:10]([NH2:11])=[CH:9][CH:8]=2)[CH2:3][CH2:2]1.[Cl:14][C:15]1[CH:20]=[N:19][CH:18]=[C:17](Cl)[N:16]=1, predict the reaction product. The product is: [Cl:14][C:15]1[N:16]=[C:17]([NH:11][C:10]2[CH:12]=[CH:13][C:7]([N:4]3[CH2:3][CH2:2][O:1][CH2:6][CH2:5]3)=[CH:8][CH:9]=2)[CH:18]=[N:19][CH:20]=1. (6) Given the reactants [N+]([O-])(O)=O.[N+:5]([C:8]1[CH:18]=[CH:17][C:11]2[CH2:12][CH2:13][NH:14][CH2:15][CH2:16][C:10]=2[CH:9]=1)([O-:7])=[O:6].[CH2:19]([N:21]([CH2:24]C)[CH2:22]C)C.C(Cl)(=[O:28])N, predict the reaction product. The product is: [CH3:19][N:21]([CH3:24])[C:22]([N:14]1[CH2:15][CH2:16][C:10]2[CH:9]=[C:8]([N+:5]([O-:7])=[O:6])[CH:18]=[CH:17][C:11]=2[CH2:12][CH2:13]1)=[O:28]. (7) Given the reactants [Cl:1][C:2]1[CH:3]=[CH:4][C:5]2[N:11]3[C:12]([CH3:15])=[N:13][N:14]=[C:10]3[C@@H:9]([CH2:16][CH2:17][OH:18])[O:8][C@H:7]([C:19]3[CH:24]=[CH:23][CH:22]=[C:21]([O:25][CH3:26])[C:20]=3[O:27][CH3:28])[C:6]=2[CH:29]=1.C(N(CC)CC)C.[CH3:37][S:38](Cl)(=[O:40])=[O:39].C(=O)(O)[O-].[Na+], predict the reaction product. The product is: [CH3:37][S:38]([O:18][CH2:17][CH2:16][C@H:9]1[O:8][C@H:7]([C:19]2[CH:24]=[CH:23][CH:22]=[C:21]([O:25][CH3:26])[C:20]=2[O:27][CH3:28])[C:6]2[CH:29]=[C:2]([Cl:1])[CH:3]=[CH:4][C:5]=2[N:11]2[C:12]([CH3:15])=[N:13][N:14]=[C:10]12)(=[O:40])=[O:39]. (8) Given the reactants [Cl:1][C:2]1[CH:3]=[C:4]([O:24][CH3:25])[C:5]([O:22][CH3:23])=[C:6]([CH:8]([NH:10][C:11]2[CH:16]=[C:15](F)[CH:14]=[CH:13][C:12]=2[S:18]([CH3:21])(=[O:20])=[O:19])[CH3:9])[CH:7]=1.[NH:26]1[CH2:31][CH2:30][NH:29][CH2:28][CH2:27]1.C(N(CC)C(C)C)(C)C, predict the reaction product. The product is: [Cl:1][C:2]1[CH:3]=[C:4]([O:24][CH3:25])[C:5]([O:22][CH3:23])=[C:6]([CH:8]([NH:10][C:11]2[CH:16]=[C:15]([N:26]3[CH2:31][CH2:30][NH:29][CH2:28][CH2:27]3)[CH:14]=[CH:13][C:12]=2[S:18]([CH3:21])(=[O:20])=[O:19])[CH3:9])[CH:7]=1.